From a dataset of Reaction yield outcomes from USPTO patents with 853,638 reactions. Predict the reaction yield, written as a fraction of the theoretical maximum amount of product (1.0 means a 100% yield; for example, 0.34 means a 34% yield). The reactants are O=[C:2]1[O:7][C:6]([C:8]2[CH:13]=[CH:12][C:11]([O:14]C(=O)C)=[CH:10][CH:9]=2)=[N:5][C:4]2[CH:18]=[CH:19][CH:20]=[CH:21][C:3]1=2.[CH2:22]([NH2:30])[CH2:23][C:24]1[CH:29]=[CH:28][CH:27]=[CH:26][CH:25]=1. No catalyst specified. The product is [OH:14][C:11]1[CH:10]=[CH:9][C:8]([C:6]2[N:30]([CH2:22][CH2:23][C:24]3[CH:29]=[CH:28][CH:27]=[CH:26][CH:25]=3)[C:2](=[O:7])[C:3]3[C:4](=[CH:18][CH:19]=[CH:20][CH:21]=3)[N:5]=2)=[CH:13][CH:12]=1. The yield is 0.800.